From a dataset of Reaction yield outcomes from USPTO patents with 853,638 reactions. Predict the reaction yield, written as a fraction of the theoretical maximum amount of product (1.0 means a 100% yield; for example, 0.34 means a 34% yield). The reactants are [CH3:1][C:2]1[CH:11]=[C:10]2[C:5]([CH:6]=[CH:7][CH:8]=[N:9]2)=[CH:4][CH:3]=1.C1C(=O)N([Br:19])C(=O)C1.CC(N=NC(C#N)(C)C)(C#N)C. The product is [Br:19][CH2:1][C:2]1[CH:11]=[C:10]2[C:5]([CH:6]=[CH:7][CH:8]=[N:9]2)=[CH:4][CH:3]=1. The catalyst is C(Cl)(Cl)(Cl)Cl. The yield is 0.580.